This data is from Full USPTO retrosynthesis dataset with 1.9M reactions from patents (1976-2016). The task is: Predict the reactants needed to synthesize the given product. (1) Given the product [CH3:35][C@@H:36]1[NH:37][C@H:38]([CH3:42])[CH2:39][N:40]([CH:31]([C:17]2[CH:16]=[C:15]([C:12]3[CH:13]=[CH:14][C:9]([OH:8])=[CH:10][C:11]=3[F:34])[N:20]=[C:19]3[NH:21][N:22]=[C:23]([CH3:24])[C:18]=23)[CH3:32])[CH2:41]1, predict the reactants needed to synthesize it. The reactants are: C([O:8][C:9]1[CH:14]=[CH:13][C:12]([C:15]2[N:20]=[C:19]3[N:21](C4CCCCO4)[N:22]=[C:23]([CH3:24])[C:18]3=[C:17]([C:31](=O)[CH3:32])[CH:16]=2)=[C:11]([F:34])[CH:10]=1)C1C=CC=CC=1.[CH3:35][C@H:36]1[CH2:41][NH:40][CH2:39][C@@H:38]([CH3:42])[N:37]1C(OC(C)(C)C)=O. (2) Given the product [O:33]=[S:2]1(=[O:1])[C:7]2[CH:8]=[CH:9][CH:10]=[CH:11][C:6]=2[NH:5][C:4]([C:12]2[C:13](=[O:32])[N:14]([NH:23][CH2:24][C:25]3[CH:30]=[CH:29][CH:28]=[CH:27][C:26]=3[CH3:31])[C:15]3[C:20]([C:21]=2[OH:22])=[CH:19][CH:18]=[CH:17][CH:16]=3)=[N:3]1, predict the reactants needed to synthesize it. The reactants are: [O:1]=[S:2]1(=[O:33])[C:7]2[CH:8]=[CH:9][CH:10]=[CH:11][C:6]=2[NH:5][C:4]([C:12]2[C:13](=[O:32])[N:14]([N:23]=[CH:24][C:25]3[CH:30]=[CH:29][CH:28]=[CH:27][C:26]=3[CH3:31])[C:15]3[C:20]([C:21]=2[OH:22])=[CH:19][CH:18]=[CH:17][CH:16]=3)=[N:3]1.CO.[BH4-].[Li+].Cl. (3) The reactants are: C(OC([N:8]1[CH2:44][CH2:43][C:11]2([O:15][C:14]([NH:16][C:17]3[CH:18]=[C:19]4[C:24](=[CH:25][CH:26]=3)[N:23]=[CH:22][N:21]=[C:20]4[NH:27][C:28]3[CH:33]=[CH:32][C:31]([O:34][CH2:35][C:36]4[CH:41]=[CH:40][CH:39]=[CH:38][N:37]=4)=[C:30]([Cl:42])[CH:29]=3)=[N:13][CH2:12]2)[CH2:10][CH2:9]1)=O)(C)(C)C.C(O)(C(F)(F)F)=O. Given the product [Cl:42][C:30]1[CH:29]=[C:28]([NH:27][C:20]2[C:19]3[C:24](=[CH:25][CH:26]=[C:17]([NH:16][C:14]4[O:15][C:11]5([CH2:43][CH2:44][NH:8][CH2:9][CH2:10]5)[CH2:12][N:13]=4)[CH:18]=3)[N:23]=[CH:22][N:21]=2)[CH:33]=[CH:32][C:31]=1[O:34][CH2:35][C:36]1[CH:41]=[CH:40][CH:39]=[CH:38][N:37]=1, predict the reactants needed to synthesize it. (4) The reactants are: [CH3:1][NH:2][C:3]1[C:12]2[C:7](=[CH:8][CH:9]=[C:10](B3OC(C)(C)C(C)(C)O3)[CH:11]=2)[N:6]=[C:5]([C:22]2[CH:23]=[N:24][CH:25]=[CH:26][CH:27]=2)[N:4]=1.Br[C:29]1[CH:30]=[CH:31][CH:32]=[C:33]2[C:38]=1[CH2:37][N:36]([C:39](=[O:41])[CH3:40])[CH2:35][CH2:34]2.C([O-])([O-])=O.[K+].[K+]. Given the product [CH3:1][NH:2][C:3]1[C:12]2[C:7](=[CH:8][CH:9]=[C:10]([C:29]3[CH:30]=[CH:31][CH:32]=[C:33]4[C:38]=3[CH2:37][N:36]([C:39](=[O:41])[CH3:40])[CH2:35][CH2:34]4)[CH:11]=2)[N:6]=[C:5]([C:22]2[CH:23]=[N:24][CH:25]=[CH:26][CH:27]=2)[N:4]=1, predict the reactants needed to synthesize it. (5) Given the product [F:1][C:2]1[CH:7]=[CH:6][CH:5]=[C:4]([NH:8][C:9]2[CH:14]=[CH:13][CH:12]=[C:11]([F:15])[CH:10]=2)[C:3]=1[NH2:16], predict the reactants needed to synthesize it. The reactants are: [F:1][C:2]1[C:3]([N+:16]([O-])=O)=[C:4]([NH:8][C:9]2[CH:14]=[CH:13][CH:12]=[C:11]([F:15])[CH:10]=2)[CH:5]=[CH:6][CH:7]=1. (6) Given the product [NH2:1][C:2]1[N:11]=[CH:10][C:9]2[N:8]([CH2:29][CH2:28][CH2:27][O:26][CH3:25])[C:7](=[O:12])[C@@H:6]([CH3:13])[N:5]([CH2:14][C:15]3[C:20]([CH3:21])=[C:19]([O:22][CH3:23])[C:18]([CH3:24])=[CH:17][N:16]=3)[C:4]=2[N:3]=1, predict the reactants needed to synthesize it. The reactants are: [NH2:1][C:2]1[N:11]=[CH:10][C:9]2[NH:8][C:7](=[O:12])[C@@H:6]([CH3:13])[N:5]([CH2:14][C:15]3[C:20]([CH3:21])=[C:19]([O:22][CH3:23])[C:18]([CH3:24])=[CH:17][N:16]=3)[C:4]=2[N:3]=1.[CH3:25][O:26][CH2:27][CH2:28][CH2:29]O.C1(P(C2C=CC=CC=2)C2C=CC=CC=2)C=CC=CC=1.CC(OC(/N=N/C(OC(C)C)=O)=O)C. (7) Given the product [CH3:1][O:2][C:3]1[CH:18]=[CH:17][C:6]2[CH2:7][NH:8][C:9]3[CH:15]=[CH:14][CH:13]=[CH:12][C:10]=3[O:11][C:5]=2[CH:4]=1, predict the reactants needed to synthesize it. The reactants are: [CH3:1][O:2][C:3]1[CH:18]=[CH:17][C:6]2[C:7](=O)[NH:8][C:9]3[CH:15]=[CH:14][CH:13]=[CH:12][C:10]=3[O:11][C:5]=2[CH:4]=1.[H-].[H-].[H-].[H-].[Li+].[Al+3]. (8) Given the product [Cl:18][C:19]1[C:20]([C:36]#[N:37])=[C:21]([CH:33]=[CH:34][CH:35]=1)[O:22][C:23]1[CH:24]=[CH:25][C:26]([S:29]([NH:16][C:8]2[CH:9]=[CH:10][C:11]([C:12]([F:13])([F:14])[F:15])=[C:6]([O:5][CH2:4][CH2:3][N:2]([CH3:17])[CH3:1])[CH:7]=2)(=[O:30])=[O:31])=[CH:27][CH:28]=1, predict the reactants needed to synthesize it. The reactants are: [CH3:1][N:2]([CH3:17])[CH2:3][CH2:4][O:5][C:6]1[CH:7]=[C:8]([NH2:16])[CH:9]=[CH:10][C:11]=1[C:12]([F:15])([F:14])[F:13].[Cl:18][C:19]1[C:20]([C:36]#[N:37])=[C:21]([CH:33]=[CH:34][CH:35]=1)[O:22][C:23]1[CH:28]=[CH:27][C:26]([S:29](Cl)(=[O:31])=[O:30])=[CH:25][CH:24]=1.